Dataset: Forward reaction prediction with 1.9M reactions from USPTO patents (1976-2016). Task: Predict the product of the given reaction. (1) Given the reactants FC1C=C(C=CC=1F)NC.Br.BrC([C:15]1[CH:16]=[C:17]([C:32]([NH:34][CH2:35][CH2:36][N:37]([CH3:39])[CH3:38])=[O:33])[CH:18]=[C:19]2[C:24]=1[O:23][C:22]([N:25]1[CH2:30][CH2:29][O:28][CH2:27][CH2:26]1)=[CH:21][C:20]2=[O:31])C, predict the reaction product. The product is: [CH3:38][N:37]([CH3:39])[CH2:36][CH2:35][NH:34][C:32]([C:17]1[CH:18]=[C:19]2[C:24](=[CH:15][CH:16]=1)[O:23][C:22]([N:25]1[CH2:30][CH2:29][O:28][CH2:27][CH2:26]1)=[CH:21][C:20]2=[O:31])=[O:33]. (2) Given the reactants [C:1](=O)([O-])[O-].[K+].[K+].Br[C:8]1[CH:9]=[C:10]([CH:13]=[CH:14][C:15]=1[CH:16]1[NH:21][C:20](=[O:22])[N:19]([C:23]2[CH:28]=[CH:27][CH:26]=[C:25]([C:29]([F:32])([F:31])[F:30])[CH:24]=2)[C:18]2[CH2:33][CH2:34][NH:35][C:36](=[O:37])[C:17]1=2)[C:11]#[N:12].[CH3:38][N:39]1[CH:43]=[C:42](B2OC(C)(C)C(C)(C)O2)[CH:41]=[N:40]1, predict the reaction product. The product is: [CH3:38][N:39]1[CH:43]=[C:42]([C:8]2[CH:9]=[C:10]([CH:13]=[CH:14][C:15]=2[CH:16]2[N:21]([CH3:1])[C:20](=[O:22])[N:19]([C:23]3[CH:28]=[CH:27][CH:26]=[C:25]([C:29]([F:30])([F:32])[F:31])[CH:24]=3)[C:18]3[CH2:33][CH2:34][NH:35][C:36](=[O:37])[C:17]2=3)[C:11]#[N:12])[CH:41]=[N:40]1.